This data is from Catalyst prediction with 721,799 reactions and 888 catalyst types from USPTO. The task is: Predict which catalyst facilitates the given reaction. (1) Reactant: C(OC([N:8]1[CH2:13][CH2:12][C:11]([CH2:26][CH2:27][CH3:28])([C:14]([C:16]2[CH:25]=[CH:24][C:23]3[C:18](=[CH:19][CH:20]=[CH:21][CH:22]=3)[N:17]=2)=[O:15])[CH2:10][CH2:9]1)=O)(C)(C)C.[ClH:29]. Product: [ClH:29].[CH2:26]([C:11]1([C:14]([C:16]2[CH:25]=[CH:24][C:23]3[C:18](=[CH:19][CH:20]=[CH:21][CH:22]=3)[N:17]=2)=[O:15])[CH2:12][CH2:13][NH:8][CH2:9][CH2:10]1)[CH2:27][CH3:28]. The catalyst class is: 5. (2) Reactant: [F:1][C:2]1[CH:7]=[CH:6][C:5]([N:8]2[C:16]3[C:11](=[CH:12][C:13]([C:17]#[C:18][CH2:19][CH2:20][CH2:21][OH:22])=[CH:14][CH:15]=3)[CH:10]=[CH:9]2)=[CH:4][CH:3]=1. Product: [F:1][C:2]1[CH:7]=[CH:6][C:5]([N:8]2[C:16]3[C:11](=[CH:12][C:13]([CH2:17][CH2:18][CH2:19][CH2:20][CH2:21][OH:22])=[CH:14][CH:15]=3)[CH:10]=[CH:9]2)=[CH:4][CH:3]=1. The catalyst class is: 14.